Dataset: Full USPTO retrosynthesis dataset with 1.9M reactions from patents (1976-2016). Task: Predict the reactants needed to synthesize the given product. (1) Given the product [O:27]=[CH:66][C@@H:65]([C@H:64]([C@@H:63]([C@@H:62]([CH2:61][OH:60])[OH:70])[OH:67])[OH:69])[OH:68], predict the reactants needed to synthesize it. The reactants are: NCCCNCCCCNCCCN.C([O-])(=[O:27])CCCCCCCCCCC.[Na+].[OH-].[Na+].CC(=CCC/C(=C/CO)/C)C.CCCCCCCCCCCCCCCC([O:60][CH2:61][CH:62]([OH:70])[C@H:63]1[O:67][CH2:66][C@H:65]([OH:68])[C@H:64]1[OH:69])=O. (2) The reactants are: [Cl:1][C:2]1[CH:7]=[CH:6][N:5]=[C:4]([NH2:8])[C:3]=1I.[CH3:10][N:11]1C(=O)CCC1. Given the product [NH2:8][C:4]1[N:5]=[CH:6][CH:7]=[C:2]([Cl:1])[C:3]=1[C:10]#[N:11], predict the reactants needed to synthesize it. (3) Given the product [CH3:1][O:2][C:3]1[CH:4]=[CH:5][C:6]([CH2:25][CH:26]2[S:30][C:29](=[O:31])[NH:28][C:27]2=[O:32])=[C:7]2[C:12]=1[N:11]([CH2:13][C:14]1[CH:19]=[CH:18][C:17]([C:20]([O:22][CH3:23])=[O:21])=[CH:16][CH:15]=1)[C:10](=[O:24])[CH2:9][CH2:8]2, predict the reactants needed to synthesize it. The reactants are: [CH3:1][O:2][C:3]1[CH:4]=[CH:5][C:6]([CH:25]=[C:26]2[S:30][C:29](=[O:31])[NH:28][C:27]2=[O:32])=[C:7]2[C:12]=1[N:11]([CH2:13][C:14]1[CH:19]=[CH:18][C:17]([C:20]([O:22][CH3:23])=[O:21])=[CH:16][CH:15]=1)[C:10](=[O:24])[CH2:9][CH2:8]2. (4) Given the product [CH2:1]([N:11]1[CH:16]=[C:15]([C:17]2[N:22]=[C:21]([NH:23][C:24]3[CH:29]=[C:28]([C:30]([F:32])([F:33])[F:31])[CH:27]=[CH:26][N:25]=3)[CH:20]=[C:19]([CH3:34])[CH:18]=2)[N:13]=[N:12]1)[CH:2]=[CH:3][C:4]1[CH:9]=[CH:8][CH:7]=[CH:6][CH:5]=1, predict the reactants needed to synthesize it. The reactants are: [CH2:1](Cl)[CH:2]=[CH:3][C:4]1[CH:9]=[CH:8][CH:7]=[CH:6][CH:5]=1.[N-:11]=[N+:12]=[N-:13].[Na+].[C:15]([C:17]1[N:22]=[C:21]([NH:23][C:24]2[CH:29]=[C:28]([C:30]([F:33])([F:32])[F:31])[CH:27]=[CH:26][N:25]=2)[CH:20]=[C:19]([CH3:34])[CH:18]=1)#[CH:16].O=C1O[C@H]([C@H](CO)O)C([O-])=C1O.[Na+]. (5) Given the product [F:1][C:2]1[CH:12]=[CH:11][CH:10]=[C:9]([F:13])[C:3]=1[C:4]([NH:6][C:7](=[O:8])[N:15]([CH3:14])[C:16]1[CH:21]=[CH:20][C:19]([S:22][C:23]([F:26])([F:24])[F:25])=[CH:18][C:17]=1[CH3:27])=[O:5], predict the reactants needed to synthesize it. The reactants are: [F:1][C:2]1[CH:12]=[CH:11][CH:10]=[C:9]([F:13])[C:3]=1[C:4]([N:6]=[C:7]=[O:8])=[O:5].[CH3:14][NH:15][C:16]1[CH:21]=[CH:20][C:19]([S:22][C:23]([F:26])([F:25])[F:24])=[CH:18][C:17]=1[CH3:27].CCCCCC. (6) Given the product [CH3:8][O:9][C:10]([C:12]1[C:16]([NH:17][C:21](=[O:22])[C:20]2[C:19]([Cl:18])=[CH:27][CH:26]=[CH:25][C:24]=2[Cl:28])=[CH:15][NH:14][N:13]=1)=[O:11], predict the reactants needed to synthesize it. The reactants are: C(N(CC)CC)C.[CH3:8][O:9][C:10]([C:12]1[C:16]([NH2:17])=[CH:15][NH:14][N:13]=1)=[O:11].[Cl:18][C:19]1[CH:27]=[CH:26][CH:25]=[C:24]([Cl:28])[C:20]=1[C:21](Cl)=[O:22].